Dataset: Full USPTO retrosynthesis dataset with 1.9M reactions from patents (1976-2016). Task: Predict the reactants needed to synthesize the given product. The reactants are: [Br:1][CH2:2][CH:3]([CH2:7][CH2:8][CH2:9][C:10]1[CH:15]=[CH:14][CH:13]=[CH:12][CH:11]=1)[C:4]([OH:6])=[O:5].[N+](=[CH2:18])=[N-]. Given the product [Br:1][CH2:2][CH:3]([CH2:7][CH2:8][CH2:9][C:10]1[CH:11]=[CH:12][CH:13]=[CH:14][CH:15]=1)[C:4]([O:6][CH3:18])=[O:5], predict the reactants needed to synthesize it.